This data is from Forward reaction prediction with 1.9M reactions from USPTO patents (1976-2016). The task is: Predict the product of the given reaction. (1) Given the reactants [Br:1][C:2]1[CH:10]=[CH:9][C:5]([C:6]([OH:8])=O)=[C:4]([C:11]#[N:12])[CH:3]=1.[CH2:13]([C:15]1[CH:16]=[C:17]([CH3:27])[C:18]([N:21]2[CH2:26][CH2:25][NH:24][CH2:23][CH2:22]2)=[N:19][CH:20]=1)[CH3:14], predict the reaction product. The product is: [Br:1][C:2]1[CH:10]=[CH:9][C:5]([C:6]([N:24]2[CH2:25][CH2:26][N:21]([C:18]3[C:17]([CH3:27])=[CH:16][C:15]([CH2:13][CH3:14])=[CH:20][N:19]=3)[CH2:22][CH2:23]2)=[O:8])=[C:4]([CH:3]=1)[C:11]#[N:12]. (2) Given the reactants Br[C:2]1[CH:3]=[C:4]2[C@:15]3([N:20]=[C:19]([NH2:21])[CH2:18][O:17][CH2:16]3)[C:14]3[CH:13]=[C:12]([Cl:22])[N:11]=[CH:10][C:9]=3[O:8][C:5]2=[CH:6][CH:7]=1.[F:23][C:24]1[C:29](B(O)O)=[CH:28][CH:27]=[CH:26][N:25]=1.P([O-])([O-])([O-])=O.[K+].[K+].[K+], predict the reaction product. The product is: [Cl:22][C:12]1[N:11]=[CH:10][C:9]2[O:8][C:5]3[C:4]([C@:15]4([N:20]=[C:19]([NH2:21])[CH2:18][O:17][CH2:16]4)[C:14]=2[CH:13]=1)=[CH:3][C:2]([C:29]1[C:24]([F:23])=[N:25][CH:26]=[CH:27][CH:28]=1)=[CH:7][CH:6]=3. (3) Given the reactants [CH3:1][O:2][C:3]([C@@H:5]([CH2:10][CH:11]([CH3:13])[CH3:12])[CH2:6][C:7]([OH:9])=O)=[O:4].C(Cl)CCl.C1C=CC2N(O)N=NC=2C=1.[NH2:28][C@@H:29]([CH2:34][CH2:35][C:36]1[CH:41]=[CH:40][CH:39]=[CH:38][CH:37]=1)[C:30]([NH:32][CH3:33])=[O:31].C(N(CC)CC)C, predict the reaction product. The product is: [CH3:12][CH:11]([CH3:13])[CH2:10][C@@H:5]([CH2:6][C:7]([NH:28][C@@H:29]([CH2:34][CH2:35][C:36]1[CH:37]=[CH:38][CH:39]=[CH:40][CH:41]=1)[C:30]([NH:32][CH3:33])=[O:31])=[O:9])[C:3]([O:2][CH3:1])=[O:4].